From a dataset of Forward reaction prediction with 1.9M reactions from USPTO patents (1976-2016). Predict the product of the given reaction. (1) The product is: [CH2:39]([N:46]([CH2:77][CH2:78][OH:79])[C:47]([C:49]1[C:54]([O:55][CH2:56][C:57]2[CH:62]=[CH:61][CH:60]=[CH:59][CH:58]=2)=[C:53]([OH:63])[N:52]=[C:51]([CH2:64][C:65]2([C:70]3[CH:75]=[CH:74][C:73]([Cl:76])=[CH:72][CH:71]=3)[CH2:66][CH2:67][CH2:68][CH2:69]2)[N:50]=1)=[O:48])[C:40]1[CH:45]=[CH:44][CH:43]=[CH:42][CH:41]=1. Given the reactants OCCN(C)C(C1C(OCC2C=CC=CC=2)=C(O)N=C(CC2(C3C4C(=CC=CC=4)C=CC=3)CCCC2)N=1)=O.[CH2:39]([N:46]([CH2:77][CH2:78][O:79][Si](C(C)(C)C)(C)C)[C:47]([C:49]1[C:54]([O:55][CH2:56][C:57]2[CH:62]=[CH:61][CH:60]=[CH:59][CH:58]=2)=[C:53]([OH:63])[N:52]=[C:51]([CH2:64][C:65]2([C:70]3[CH:75]=[CH:74][C:73]([Cl:76])=[CH:72][CH:71]=3)[CH2:69][CH2:68][CH2:67][CH2:66]2)[N:50]=1)=[O:48])[C:40]1[CH:45]=[CH:44][CH:43]=[CH:42][CH:41]=1, predict the reaction product. (2) The product is: [C:9]([O:13][C:14]([C@@H:15]1[CH2:4][C@H:16]1[C:17]1[CH:18]=[CH:19][C:20]([O:27][CH3:28])=[C:21]([CH:26]=1)[C:22]([O:24][CH3:25])=[O:23])=[O:29])([CH3:12])([CH3:11])[CH3:10]. Given the reactants [H-].[Na+].[I-].[CH3:4][S+](C)(C)=O.[C:9]([O:13][C:14](=[O:29])/[CH:15]=[CH:16]/[C:17]1[CH:18]=[CH:19][C:20]([O:27][CH3:28])=[C:21]([CH:26]=1)[C:22]([O:24][CH3:25])=[O:23])([CH3:12])([CH3:11])[CH3:10].[Cl-].[NH4+], predict the reaction product. (3) Given the reactants [CH3:1][CH:2]([OH:6])[CH:3]([OH:5])[CH3:4].[C:7]1([CH3:17])[CH:12]=[CH:11][C:10](S(O)(=O)=O)=[CH:9][CH:8]=1.[C:18]1(C)C=CC=CC=1, predict the reaction product. The product is: [CH3:4][CH:3]1[CH:2]([CH3:1])[O:6][C:8]2([CH:9]([CH3:18])[CH2:10][CH2:11][CH2:12][CH:7]2[CH3:17])[O:5]1.